Dataset: Peptide-MHC class II binding affinity with 134,281 pairs from IEDB. Task: Regression. Given a peptide amino acid sequence and an MHC pseudo amino acid sequence, predict their binding affinity value. This is MHC class II binding data. The peptide sequence is ERFAVNPGLLETSEGCR. The MHC is DRB5_0101 with pseudo-sequence DRB5_0101. The binding affinity (normalized) is 0.189.